The task is: Regression/Classification. Given a drug SMILES string, predict its absorption, distribution, metabolism, or excretion properties. Task type varies by dataset: regression for continuous measurements (e.g., permeability, clearance, half-life) or binary classification for categorical outcomes (e.g., BBB penetration, CYP inhibition). For this dataset (lipophilicity_astrazeneca), we predict Y.. This data is from Experimental lipophilicity measurements (octanol/water distribution) for 4,200 compounds from AstraZeneca. (1) The molecule is CCN(CC)CC#CCOC(=O)C(O)(c1ccccc1)C1CCCCC1. The Y is 3.65 logD. (2) The drug is CNC(=O)C1(N2CCCCC2=O)CCN(CC[C@H](CN(C)C(=O)c2cc(C#N)cc3ccccc23)c2ccc(Cl)c(Cl)c2)CC1. The Y is 2.50 logD. (3) The molecule is NS(=O)(=O)c1cccc2c1c([N+](=O)[O-])cc1nc(O)c(O)nc12. The Y is 0.360 logD. (4) The compound is CN(C)C(=O)c1ccc(C(=C2CCN(Cc3cscn3)CC2)c2cccc3cccnc23)cc1. The Y is 2.30 logD. (5) The drug is O=[N+]([O-])c1ccc2c(c1)N(c1cccc[n+]1[O-])CC(C(F)F)(C(F)F)O2. The Y is 3.20 logD.